This data is from Full USPTO retrosynthesis dataset with 1.9M reactions from patents (1976-2016). The task is: Predict the reactants needed to synthesize the given product. (1) The reactants are: [Cl:1][C:2]1[C:7]([CH:8]([C:10]2[C:15]([CH:16]=[CH2:17])=[CH:14][CH:13]=[C:12]([O:18][CH3:19])[C:11]=2[F:20])[OH:9])=[CH:6][C:5]([Cl:21])=[CH:4][N:3]=1. Given the product [Cl:1][C:2]1[C:7]([C:8]([C:10]2[C:15]([CH:16]=[CH2:17])=[CH:14][CH:13]=[C:12]([O:18][CH3:19])[C:11]=2[F:20])=[O:9])=[CH:6][C:5]([Cl:21])=[CH:4][N:3]=1, predict the reactants needed to synthesize it. (2) The reactants are: [Br:1][C:2]1[CH:7]=[CH:6][C:5]([CH2:8][CH2:9][OH:10])=[CH:4][CH:3]=1.CCN(CC)CC.[C:18](Cl)(=[O:25])[C:19]1[CH:24]=[CH:23][CH:22]=[CH:21][CH:20]=1. Given the product [C:18]([O:10][CH2:9][CH2:8][C:5]1[CH:6]=[CH:7][C:2]([Br:1])=[CH:3][CH:4]=1)(=[O:25])[C:19]1[CH:24]=[CH:23][CH:22]=[CH:21][CH:20]=1, predict the reactants needed to synthesize it.